Dataset: Catalyst prediction with 721,799 reactions and 888 catalyst types from USPTO. Task: Predict which catalyst facilitates the given reaction. (1) Reactant: C(OC([NH:8][CH2:9][C:10]([O:12][CH:13]1[CH2:17][CH2:16][CH:15]([N:18]2[C:22]3[N:23]=[CH:24][N:25]=[C:26]([NH2:27])[C:21]=3[C:20]([C:28]3[CH:33]=[CH:32][C:31]([O:34][C:35]4[CH:40]=[CH:39][CH:38]=[CH:37][CH:36]=4)=[CH:30][CH:29]=3)=[CH:19]2)[CH2:14]1)=[O:11])=O)(C)(C)C.[ClH:41]. Product: [ClH:41].[NH2:8][CH2:9][C:10]([O:12][CH:13]1[CH2:17][CH2:16][CH:15]([N:18]2[C:22]3[N:23]=[CH:24][N:25]=[C:26]([NH2:27])[C:21]=3[C:20]([C:28]3[CH:33]=[CH:32][C:31]([O:34][C:35]4[CH:40]=[CH:39][CH:38]=[CH:37][CH:36]=4)=[CH:30][CH:29]=3)=[CH:19]2)[CH2:14]1)=[O:11]. The catalyst class is: 27. (2) Reactant: [Cl:1][C:2]1[CH:3]=[C:4]([C:9]2([OH:14])[CH2:13][CH2:12][NH:11][CH2:10]2)[CH:5]=[CH:6][C:7]=1[F:8].C(=O)([O-])[O-].[K+].[K+].I[CH2:22][CH2:23][CH3:24]. Product: [Cl:1][C:2]1[CH:3]=[C:4]([C:9]2([OH:14])[CH2:13][CH2:12][N:11]([CH2:22][CH2:23][CH3:24])[CH2:10]2)[CH:5]=[CH:6][C:7]=1[F:8]. The catalyst class is: 10. (3) Reactant: C([O:3][C:4]([C:6]1[NH:7][C:8]2[C:13]([C:14]=1[CH2:15][CH2:16][CH2:17]OS(C1C=CC(C)=CC=1)(=O)=O)=[CH:12][CH:11]=[CH:10][C:9]=2[C:29]1[CH:34]=[CH:33][C:32]([C:35]([O:37]C)=[O:36])=[CH:31][C:30]=1[CH3:39])=[O:5])C.[Cl:40][C:41]1[CH:46]=[C:45]([Cl:47])[C:44]([Cl:48])=[CH:43][C:42]=1[OH:49].C([O-])([O-])=O.[Cs+].[Cs+]. Product: [C:35]([C:32]1[CH:33]=[CH:34][C:29]([C:9]2[CH:10]=[CH:11][CH:12]=[C:13]3[C:8]=2[NH:7][C:6]([C:4]([OH:5])=[O:3])=[C:14]3[CH2:15][CH2:16][CH2:17][O:49][C:42]2[CH:43]=[C:44]([Cl:48])[C:45]([Cl:47])=[CH:46][C:41]=2[Cl:40])=[C:30]([CH3:39])[CH:31]=1)([OH:37])=[O:36]. The catalyst class is: 39. (4) Reactant: BrC1[C:7]2[O:8]CC[O:11][C:6]=2C(NC(=O)C)=CC=1.C(C1C2CCCCC=2C(NC(=O)C)=CC=1)#N.[OH:32][C@H:33]1[C@@H:40]2[N:36]([C:37](=[O:54])[N:38]([C:42]3[C:51]4CCCC[C:46]=4[C:45]([C:52]#[N:53])=[CH:44][CH:43]=3)[C:39]2=[O:41])[CH2:35][CH2:34]1.C(O)(C)C. Product: [OH:32][C@H:33]1[C@@H:40]2[N:36]([C:37](=[O:54])[N:38]([C:42]3[C:51]4[O:8][CH2:7][CH2:6][O:11][C:46]=4[C:45]([C:52]#[N:53])=[CH:44][CH:43]=3)[C:39]2=[O:41])[CH2:35][CH2:34]1. The catalyst class is: 81. (5) Reactant: Cl[C:2]1[CH:11]=[CH:10][CH:9]=[CH:8][C:3]=1[CH2:4][CH2:5][CH:6]=[O:7].[CH:12]1(/[CH:18]=[CH:19]/[C:20](=[O:26])[C:21]([O:23][CH2:24][CH3:25])=[O:22])[CH2:17][CH2:16][CH2:15][CH2:14][CH2:13]1. Product: [CH2:4]([C@@H:5]1[C:6](=[O:7])[O:26][C:20]([C:21]([O:23][CH2:24][CH3:25])=[O:22])=[CH:19][C@@H:18]1[CH:12]1[CH2:17][CH2:16][CH2:15][CH2:14][CH2:13]1)[C:3]1[CH:8]=[CH:9][CH:10]=[CH:11][CH:2]=1. The catalyst class is: 22.